This data is from Forward reaction prediction with 1.9M reactions from USPTO patents (1976-2016). The task is: Predict the product of the given reaction. (1) The product is: [NH:29]1[C:37]2[C:32](=[CH:33][C:34]([C:8]3[C:7]([N:1]4[CH2:6][CH2:5][CH2:4][CH2:3][CH2:2]4)=[N:16][C:15]4[C:10](=[CH:11][CH:12]=[C:13]([C:17]([O:19][CH3:20])=[O:18])[CH:14]=4)[N:9]=3)=[CH:35][CH:36]=2)[CH:31]=[CH:30]1. Given the reactants [N:1]1([C:7]2[C:8](OS(C(F)(F)F)(=O)=O)=[N:9][C:10]3[C:15]([N:16]=2)=[CH:14][C:13]([C:17]([O:19][CH3:20])=[O:18])=[CH:12][CH:11]=3)[CH2:6][CH2:5][CH2:4][CH2:3][CH2:2]1.[NH:29]1[C:37]2[C:32](=[CH:33][C:34](B(O)O)=[CH:35][CH:36]=2)[CH:31]=[CH:30]1.[O-]P([O-])([O-])=O.[K+].[K+].[K+].O, predict the reaction product. (2) The product is: [F:1][C:2]1[CH:3]=[C:4]([CH:10]2[CH2:14][CH2:13][CH2:12][N:11]2[C:15]2[CH:20]=[CH:19][N:18]3[N:21]=[CH:22][C:23]([C:24]([NH:35][NH:34][C:28](=[O:33])[C:29]([CH3:32])([CH3:31])[CH3:30])=[O:25])=[C:17]3[N:16]=2)[C:5]([O:8][CH3:9])=[N:6][CH:7]=1. Given the reactants [F:1][C:2]1[CH:3]=[C:4]([CH:10]2[CH2:14][CH2:13][CH2:12][N:11]2[C:15]2[CH:20]=[CH:19][N:18]3[N:21]=[CH:22][C:23]([C:24](O)=[O:25])=[C:17]3[N:16]=2)[C:5]([O:8][CH3:9])=[N:6][CH:7]=1.Cl.[C:28]([NH:34][NH2:35])(=[O:33])[C:29]([CH3:32])([CH3:31])[CH3:30].CCN(C(C)C)C(C)C.CN(C(ON1N=NC2C=CC=NC1=2)=[N+](C)C)C.F[P-](F)(F)(F)(F)F, predict the reaction product. (3) Given the reactants C1(C)C=CC(S(O[CH:11]2[CH2:16][CH2:15][N:14]([C:17]3[CH:22]=[CH:21][C:20]([N:23]4[CH2:27][C@H:26]([CH2:28][NH:29][C:30](=[O:32])[CH3:31])[O:25][C:24]4=[O:33])=[CH:19][C:18]=3[F:34])[CH2:13][CH2:12]2)(=O)=O)=CC=1.[NH:36]1[CH:40]=[N:39][N:38]=[N:37]1.C([O-])([O-])=O.[K+].[K+].O, predict the reaction product. The product is: [N:36]1[N:37]([CH:11]2[CH2:16][CH2:15][N:14]([C:17]3[CH:22]=[CH:21][C:20]([N:23]4[CH2:27][C@H:26]([CH2:28][NH:29][C:30](=[O:32])[CH3:31])[O:25][C:24]4=[O:33])=[CH:19][C:18]=3[F:34])[CH2:13][CH2:12]2)[N:38]=[N:39][CH:40]=1. (4) Given the reactants [BH-](OC(C)=O)(OC(C)=O)O[C:3]([CH3:5])=O.[Na+].[C:15]([N:22]1[CH2:27][CH2:26][NH:25][CH:24]([C:28]2[CH:33]=[CH:32][CH:31]=[CH:30][CH:29]=2)[CH2:23]1)([O:17][C:18]([CH3:21])([CH3:20])[CH3:19])=[O:16].C(=O)C, predict the reaction product. The product is: [C:15]([N:22]1[CH2:27][CH2:26][N:25]([CH2:3][CH3:5])[CH:24]([C:28]2[CH:33]=[CH:32][CH:31]=[CH:30][CH:29]=2)[CH2:23]1)([O:17][C:18]([CH3:21])([CH3:20])[CH3:19])=[O:16]. (5) Given the reactants [Cl:1][C:2]1[S:6][C:5]([S:7]([N:10]([CH2:17][CH3:18])[C:11]2([C:14]([OH:16])=O)[CH2:13][CH2:12]2)(=[O:9])=[O:8])=[CH:4][CH:3]=1.CCOC(OC(OCC)=O)=O.[CH2:30]([O:32][C:33]1[CH:38]=[C:37]([CH2:39][NH2:40])[CH:36]=[C:35]([C:41]2[CH:46]=[CH:45][C:44]([C:47]([F:50])([F:49])[F:48])=[CH:43][CH:42]=2)[N:34]=1)C, predict the reaction product. The product is: [Cl:1][C:2]1[S:6][C:5]([S:7]([N:10]([CH2:17][CH3:18])[C:11]2([C:14]([NH:40][CH2:39][C:37]3[CH:36]=[C:35]([C:41]4[CH:42]=[CH:43][C:44]([C:47]([F:48])([F:49])[F:50])=[CH:45][CH:46]=4)[N:34]=[C:33]([O:32][CH3:30])[CH:38]=3)=[O:16])[CH2:12][CH2:13]2)(=[O:8])=[O:9])=[CH:4][CH:3]=1. (6) Given the reactants [CH3:1][O:2][C:3]1[CH:4]=[C:5]2[C:10](=[CH:11][C:12]=1[O:13][CH3:14])[N:9]=[CH:8][N:7]=[C:6]2[CH:15]1[CH2:20][CH2:19][NH:18][CH2:17][CH2:16]1.[N+](C1C=CC([O:30][C:31](=O)[NH:32][C:33]2[CH:38]=[CH:37][C:36]([I:39])=[CH:35][CH:34]=2)=CC=1)([O-])=O.CCN(C(C)C)C(C)C.C(Cl)(Cl)Cl, predict the reaction product. The product is: [I:39][C:36]1[CH:37]=[CH:38][C:33]([NH:32][C:31]([N:18]2[CH2:19][CH2:20][CH:15]([C:6]3[C:5]4[C:10](=[CH:11][C:12]([O:13][CH3:14])=[C:3]([O:2][CH3:1])[CH:4]=4)[N:9]=[CH:8][N:7]=3)[CH2:16][CH2:17]2)=[O:30])=[CH:34][CH:35]=1.